From a dataset of NCI-60 drug combinations with 297,098 pairs across 59 cell lines. Regression. Given two drug SMILES strings and cell line genomic features, predict the synergy score measuring deviation from expected non-interaction effect. (1) Drug 1: C1CC(C1)(C(=O)O)C(=O)O.[NH2-].[NH2-].[Pt+2]. Drug 2: C1=NC2=C(N1)C(=S)N=CN2. Cell line: MDA-MB-231. Synergy scores: CSS=47.2, Synergy_ZIP=-6.92, Synergy_Bliss=-7.03, Synergy_Loewe=-42.5, Synergy_HSA=-7.68. (2) Drug 1: CC=C1C(=O)NC(C(=O)OC2CC(=O)NC(C(=O)NC(CSSCCC=C2)C(=O)N1)C(C)C)C(C)C. Drug 2: C(CN)CNCCSP(=O)(O)O. Cell line: NCI-H226. Synergy scores: CSS=58.5, Synergy_ZIP=-0.389, Synergy_Bliss=-3.59, Synergy_Loewe=-64.4, Synergy_HSA=-4.39.